From a dataset of Forward reaction prediction with 1.9M reactions from USPTO patents (1976-2016). Predict the product of the given reaction. Given the reactants ClC1C=CC([CH:8]([N:10]2[C:19](=[O:20])[C:18]3[C:13](=[CH:14][CH:15]=[CH:16][CH:17]=3)[NH:12][C:11]2=[O:21])[CH3:9])=CC=1.[I-].[CH3:23][N:24]1[C:32]2[C:27](=[C:28]([CH3:33])[CH:29]=[CH:30][CH:31]=2)[C:26]([CH2:34][N+](C)(C)C)=[CH:25]1.[C:39]([O-:42])([O-])=O.[K+].[K+], predict the reaction product. The product is: [CH3:23][N:24]1[C:32]2[C:27](=[C:28]([CH3:33])[CH:29]=[CH:30][CH:31]=2)[C:26]([CH2:34][N:12]2[C:13]3[C:18](=[CH:17][CH:16]=[CH:15][CH:14]=3)[C:19](=[O:20])[N:10]([CH2:8][CH2:9][N:10]3[CH2:11][CH2:39][O:42][CH2:9][CH2:8]3)[C:11]2=[O:21])=[CH:25]1.